Dataset: Catalyst prediction with 721,799 reactions and 888 catalyst types from USPTO. Task: Predict which catalyst facilitates the given reaction. (1) Reactant: [C:1]1([CH2:7][O:8][C:9]2[CH:14]=[CH:13][C:12]([C@@H:15]3[N:19]([C:20]([O:22][C:23]([CH3:26])([CH3:25])[CH3:24])=[O:21])[C@H:18]([C:27]([O:29][CH3:30])=[O:28])[CH2:17][CH2:16]3)=[CH:11][CH:10]=2)[CH:6]=[CH:5][CH:4]=[CH:3][CH:2]=1.Br[CH2:32][C:33]#[N:34].C1CCCCC1. Product: [C:33]([CH2:32][C@@:18]1([C:27]([O:29][CH3:30])=[O:28])[CH2:17][CH2:16][C@H:15]([C:12]2[CH:11]=[CH:10][C:9]([O:8][CH2:7][C:1]3[CH:6]=[CH:5][CH:4]=[CH:3][CH:2]=3)=[CH:14][CH:13]=2)[N:19]1[C:20]([O:22][C:23]([CH3:25])([CH3:26])[CH3:24])=[O:21])#[N:34]. The catalyst class is: 13. (2) Reactant: [OH:1][CH:2]1[C:11]2[C:6](=[CH:7][CH:8]=[CH:9][CH:10]=2)[S:5][C:4]2([CH2:16][CH2:15][N:14]([C:17]([C:19]3[CH:24]=[CH:23][C:22]([O:25][CH:26]([CH3:28])[CH3:27])=[C:21]([O:29][CH3:30])[CH:20]=3)=[O:18])[CH2:13][CH2:12]2)[CH2:3]1.[CH3:31][CH:32](O)[CH3:33].Cl.C([O-])(O)=O.[Na+]. Product: [CH:26]([O:25][C:22]1[CH:23]=[CH:24][C:19]([C:17]([N:14]2[CH2:15][CH2:16][C:4]3([CH2:3][CH:2]([O:1][CH:32]([CH3:33])[CH3:31])[C:11]4[C:6](=[CH:7][CH:8]=[CH:9][CH:10]=4)[S:5]3)[CH2:12][CH2:13]2)=[O:18])=[CH:20][C:21]=1[O:29][CH3:30])([CH3:27])[CH3:28]. The catalyst class is: 12. (3) Reactant: [CH3:1][O:2][C:3](=[O:18])[C:4]1[CH:9]=[CH:8][C:7]([NH:10][CH2:11][CH2:12][O:13][CH3:14])=[C:6]([N+:15]([O-])=O)[CH:5]=1. Product: [CH3:1][O:2][C:3](=[O:18])[C:4]1[CH:9]=[CH:8][C:7]([NH:10][CH2:11][CH2:12][O:13][CH3:14])=[C:6]([NH2:15])[CH:5]=1. The catalyst class is: 515. (4) Reactant: [CH:1]1[C:10]2[C:5](=[CH:6][CH:7]=[CH:8][CH:9]=2)[CH:4]=[CH:3][C:2]=1[C:11]([NH:13][C:14]1[CH:34]=[CH:33][C:17]([CH2:18][N:19]2[C:23]3=[N:24][CH:25]=[CH:26][CH:27]=[C:22]3[C:21]([CH2:28][C:29]([O:31]C)=[O:30])=[N:20]2)=[CH:16][CH:15]=1)=[O:12].O.[OH-].[Li+].Cl. Product: [CH:1]1[C:10]2[C:5](=[CH:6][CH:7]=[CH:8][CH:9]=2)[CH:4]=[CH:3][C:2]=1[C:11]([NH:13][C:14]1[CH:15]=[CH:16][C:17]([CH2:18][N:19]2[C:23]3=[N:24][CH:25]=[CH:26][CH:27]=[C:22]3[C:21]([CH2:28][C:29]([OH:31])=[O:30])=[N:20]2)=[CH:33][CH:34]=1)=[O:12]. The catalyst class is: 30. (5) Reactant: [CH2:1]([NH:8][C:9](=[O:24])[C@H:10]([NH:16][C:17](=O)[O:18]C(C)(C)C)[CH2:11][O:12][CH:13]([F:15])[F:14])[C:2]1[CH:7]=[CH:6][CH:5]=[CH:4][CH:3]=1.F[C:26](F)(F)C(O)=O. Product: [C:17]([NH:16][C@H:10]([CH2:11][O:12][CH:13]([F:15])[F:14])[C:9]([NH:8][CH2:1][C:2]1[CH:7]=[CH:6][CH:5]=[CH:4][CH:3]=1)=[O:24])(=[O:18])[CH3:26]. The catalyst class is: 4. (6) Reactant: COC1C=C(C=CC=1OC)C[NH:7][C:8]1[N:13]2[N:14]=[C:15]([C:17]3[O:18][CH:19]=[CH:20][CH:21]=3)[N:16]=[C:12]2[CH:11]=[C:10]([C:22]2[N:27]=[CH:26][C:25]([CH2:28][OH:29])=[CH:24][CH:23]=2)[N:9]=1.C1(OC)C=CC=CC=1.FC(F)(F)S(O)(=O)=O.O.N. Product: [NH2:7][C:8]1[N:13]2[N:14]=[C:15]([C:17]3[O:18][CH:19]=[CH:20][CH:21]=3)[N:16]=[C:12]2[CH:11]=[C:10]([C:22]2[N:27]=[CH:26][C:25]([CH2:28][OH:29])=[CH:24][CH:23]=2)[N:9]=1. The catalyst class is: 55. (7) Reactant: C([O:4][CH2:5][CH3:6])(=O)C.[CH:7](OCC)=O.[O-]CC.[Na+].[NH:16]1[C:20]([NH2:21])=[CH:19][CH:18]=[N:17]1. Product: [N:17]1[N:16]2[C:5]([OH:4])=[CH:6][CH:7]=[N:21][C:20]2=[CH:19][CH:18]=1. The catalyst class is: 11. (8) The catalyst class is: 12. Reactant: [C:1]1([C:7]2([CH:11]([OH:19])[CH2:12][N:13]3[CH2:18][CH2:17][CH2:16][CH2:15][CH2:14]3)[CH2:10][CH2:9][CH2:8]2)[CH:6]=[CH:5][CH:4]=[CH:3][CH:2]=1.[ClH:20]. Product: [Cl-:20].[OH:19][CH:11]([C:7]1([C:1]2[CH:2]=[CH:3][CH:4]=[CH:5][CH:6]=2)[CH2:10][CH2:9][CH2:8]1)[CH2:12][NH+:13]1[CH2:14][CH2:15][CH2:16][CH2:17][CH2:18]1. (9) Reactant: [CH2:1]([N:3]1[CH2:9][CH2:8][C:7]2[C:10]([NH2:16])=[CH:11][CH:12]=[C:13]([O:14][CH3:15])[C:6]=2[CH2:5][CH2:4]1)[CH3:2].Cl[C:18]1[N:23]=[C:22]([NH:24][C@@H:25]2[CH2:30][CH2:29][CH2:28][CH2:27][C@H:26]2[NH:31][S:32]([CH3:35])(=[O:34])=[O:33])[C:21]([Cl:36])=[CH:20][N:19]=1.C12(CS(O)(=O)=O)C(C)(C)C(CC1)CC2=O.[Na]. Product: [Cl:36][C:21]1[C:22]([NH:24][C@@H:25]2[CH2:30][CH2:29][CH2:28][CH2:27][C@H:26]2[NH:31][S:32]([CH3:35])(=[O:34])=[O:33])=[N:23][C:18]([NH:16][C:10]2[C:7]3[CH2:8][CH2:9][N:3]([CH2:1][CH3:2])[CH2:4][CH2:5][C:6]=3[C:13]([O:14][CH3:15])=[CH:12][CH:11]=2)=[N:19][CH:20]=1. The catalyst class is: 666. (10) Reactant: [Br:1]Br.[CH3:3][O:4][C:5]([CH:7]1[CH2:12][CH2:11][N:10]([C:13]2[C:22]3[C:17](=[CH:18][N:19]=[CH:20][CH:21]=3)[CH:16]=[C:15]([C:23]3[CH:28]=[CH:27][N:26]=[C:25]([Cl:29])[CH:24]=3)[N:14]=2)[CH2:9][CH2:8]1)=[O:6]. Product: [CH3:3][O:4][C:5]([CH:7]1[CH2:8][CH2:9][N:10]([C:13]2[C:22]3[C:17](=[CH:18][N:19]=[CH:20][CH:21]=3)[C:16]([Br:1])=[C:15]([C:23]3[CH:28]=[CH:27][N:26]=[C:25]([Cl:29])[CH:24]=3)[N:14]=2)[CH2:11][CH2:12]1)=[O:6]. The catalyst class is: 2.